Dataset: Reaction yield outcomes from USPTO patents with 853,638 reactions. Task: Predict the reaction yield, written as a fraction of the theoretical maximum amount of product (1.0 means a 100% yield; for example, 0.34 means a 34% yield). (1) The reactants are Cl.CN(C)CCCN=C=NCC.OC1C=CC=C[N+]=1[O-].[Cl:21][C:22]1[CH:23]=[C:24]([N:39]2[CH:43]=[N:42][C:41]([C:44](O)=[O:45])=[N:40]2)[CH:25]=[C:26]([Cl:38])[C:27]=1[O:28][CH2:29][C:30]1[CH:35]=[CH:34][C:33]([O:36][CH3:37])=[CH:32][CH:31]=1.[CH3:47][C:48]([CH3:53])([CH3:52])[CH2:49][CH2:50][NH2:51]. The catalyst is N1C=CC=CC=1. The product is [Cl:21][C:22]1[CH:23]=[C:24]([N:39]2[CH:43]=[N:42][C:41]([C:44]([NH:51][CH2:50][CH2:49][C:48]([CH3:53])([CH3:52])[CH3:47])=[O:45])=[N:40]2)[CH:25]=[C:26]([Cl:38])[C:27]=1[O:28][CH2:29][C:30]1[CH:35]=[CH:34][C:33]([O:36][CH3:37])=[CH:32][CH:31]=1. The yield is 0.510. (2) The reactants are [CH3:1][C:2]1[CH:3]=[C:4]([N:9]([CH2:23][CH2:24][C:25]2[CH:30]=[CH:29][C:28]([F:31])=[CH:27][CH:26]=2)[C:10]([C@@H:12]([O:19]C(=O)C)[C:13]2[CH:18]=[CH:17][CH:16]=[CH:15][CH:14]=2)=[O:11])[CH:5]=[CH:6][C:7]=1[CH3:8].O.[OH-].[Li+]. The catalyst is O1CCCC1.O. The product is [CH3:1][C:2]1[CH:3]=[C:4]([N:9]([CH2:23][CH2:24][C:25]2[CH:26]=[CH:27][C:28]([F:31])=[CH:29][CH:30]=2)[C:10](=[O:11])[C@@H:12]([OH:19])[C:13]2[CH:18]=[CH:17][CH:16]=[CH:15][CH:14]=2)[CH:5]=[CH:6][C:7]=1[CH3:8]. The yield is 0.780. (3) The reactants are [OH-].[K+].[O:3]=[C:4]1[CH2:10][CH2:9][N:8]([C:11]([O:13][CH2:14][C:15]2[CH:20]=[CH:19][CH:18]=[CH:17][CH:16]=2)=[O:12])[CH2:7][CH2:6][CH:5]1C(OCC)=O. The catalyst is O.C(O)C. The product is [O:3]=[C:4]1[CH2:5][CH2:6][CH2:7][N:8]([C:11]([O:13][CH2:14][C:15]2[CH:16]=[CH:17][CH:18]=[CH:19][CH:20]=2)=[O:12])[CH2:9][CH2:10]1. The yield is 0.730. (4) The product is [CH:22]12[CH2:28][CH:26]3[CH2:25][CH:24]([CH2:29][CH:20]([CH2:27]3)[CH:21]1[NH:30][C:31]([N:11]1[CH2:10][CH2:9][C:8]3([C:14]4[C:5](=[CH:4][CH:3]=[C:2]([CH3:1])[CH:15]=4)[CH:6]([CH2:16][C:17]([OH:19])=[O:18])[CH2:7]3)[CH2:13][CH2:12]1)=[O:32])[CH2:23]2. The reactants are [CH3:1][C:2]1[CH:15]=[C:14]2[C:5]([CH:6]([CH2:16][C:17]([OH:19])=[O:18])[CH2:7][C:8]32[CH2:13][CH2:12][NH:11][CH2:10][CH2:9]3)=[CH:4][CH:3]=1.[CH:20]12[CH2:29][CH:24]3[CH2:25][CH:26]([CH2:28][CH:22]([CH2:23]3)[CH:21]1[N:30]=[C:31]=[O:32])[CH2:27]2.CCN(C(C)C)C(C)C. The catalyst is C(Cl)Cl.CCOC(C)=O. The yield is 0.660. (5) The reactants are [C:1]([O:5][C:6](=[O:28])[NH:7][C@H:8]([C:16](=[O:27])[NH:17][C@H:18]1[CH2:24][CH2:23][C@@H:22]([CH3:25])[NH:21][CH2:20][C@@H:19]1[OH:26])[CH2:9][CH:10]1[CH2:15][CH2:14][CH2:13][CH2:12][CH2:11]1)([CH3:4])([CH3:3])[CH3:2].[CH:29](=O)[CH2:30][CH3:31].[BH4-].[Na+]. The catalyst is C(Cl)Cl. The product is [C:1]([O:5][C:6](=[O:28])[NH:7][C@H:8]([C:16](=[O:27])[NH:17][C@H:18]1[CH2:24][CH2:23][C@@H:22]([CH3:25])[N:21]([CH2:29][CH2:30][CH3:31])[CH2:20][C@@H:19]1[OH:26])[CH2:9][CH:10]1[CH2:11][CH2:12][CH2:13][CH2:14][CH2:15]1)([CH3:2])([CH3:3])[CH3:4]. The yield is 0.840. (6) The reactants are [CH2:1]([C:5]1[N:10]2[N:11]=[CH:12][CH:13]=[C:9]2[N:8]([CH:14]2[CH2:23][CH2:22][C:17]3(OCC[O:18]3)[CH2:16][CH2:15]2)[C:7](=[O:24])[C:6]=1[CH2:25][C:26]1[CH:31]=[CH:30][C:29]([C:32]2[C:33]([C:38]#[N:39])=[CH:34][CH:35]=[CH:36][CH:37]=2)=[C:28]([F:40])[CH:27]=1)[CH2:2][CH2:3][CH3:4].Cl.[OH-].[Na+]. The catalyst is O1CCCC1.C(OCC)(=O)C. The product is [CH2:1]([C:5]1[N:10]2[N:11]=[CH:12][CH:13]=[C:9]2[N:8]([C@H:14]2[CH2:15][CH2:16][C@H:17]([OH:18])[CH2:22][CH2:23]2)[C:7](=[O:24])[C:6]=1[CH2:25][C:26]1[CH:31]=[CH:30][C:29]([C:32]2[C:33]([C:38]#[N:39])=[CH:34][CH:35]=[CH:36][CH:37]=2)=[C:28]([F:40])[CH:27]=1)[CH2:2][CH2:3][CH3:4]. The yield is 0.980. (7) The reactants are Br[C:2]1[CH:3]=[C:4]([CH2:8][CH2:9][OH:10])[CH:5]=[CH:6][CH:7]=1.[NH:11]1[CH2:15][CH2:14][CH2:13][C:12]1=[O:16]. No catalyst specified. The product is [OH:10][CH2:9][CH2:8][C:4]1[CH:3]=[C:2]([N:11]2[CH2:15][CH2:14][CH2:13][C:12]2=[O:16])[CH:7]=[CH:6][CH:5]=1. The yield is 0.150.